From a dataset of Forward reaction prediction with 1.9M reactions from USPTO patents (1976-2016). Predict the product of the given reaction. Given the reactants [Cl:1][C:2]1[CH:3]=[C:4]2[CH:10]=[C:9]([C:11]([OH:13])=O)[NH:8][C:5]2=[CH:6][N:7]=1.[C:14]1([CH2:20][C@H:21]([NH2:33])[C:22]2([C:27]3[CH:32]=[CH:31][CH:30]=[CH:29][CH:28]=3)[O:26][CH2:25][CH2:24][O:23]2)[CH:19]=[CH:18][CH:17]=[CH:16][CH:15]=1.C1C=CC2N(O)N=NC=2C=1.CCN(C(C)C)C(C)C.CCN=C=NCCCN(C)C, predict the reaction product. The product is: [C:14]1([CH2:20][C@H:21]([NH:33][C:11]([C:9]2[NH:8][C:5]3=[CH:6][N:7]=[C:2]([Cl:1])[CH:3]=[C:4]3[CH:10]=2)=[O:13])[C:22]2([C:27]3[CH:28]=[CH:29][CH:30]=[CH:31][CH:32]=3)[O:26][CH2:25][CH2:24][O:23]2)[CH:15]=[CH:16][CH:17]=[CH:18][CH:19]=1.